From a dataset of Forward reaction prediction with 1.9M reactions from USPTO patents (1976-2016). Predict the product of the given reaction. Given the reactants [Cl:1][C:2]1[C:11]2[C:6](=[CH:7][C:8]([OH:14])=[C:9]([O:12][CH3:13])[CH:10]=2)[N:5]=[CH:4][N:3]=1.[C:15]([N:18]1[CH2:23][CH2:22][N:21]([CH2:24][CH2:25][CH2:26]O)[CH2:20][CH2:19]1)(=[O:17])[CH3:16].C1(P(C2C=CC=CC=2)C2C=CC=CC=2)C=CC=CC=1.N(C(OC(C)C)=O)=NC(OC(C)C)=O, predict the reaction product. The product is: [CH3:8][CH2:7][CH2:6][CH:11]([CH3:2])[CH3:10].[C:15]([N:18]1[CH2:23][CH2:22][N:21]([CH2:24][CH2:25][CH2:26][O:14][C:8]2[CH:7]=[C:6]3[C:11]([C:2]([Cl:1])=[N:3][CH:4]=[N:5]3)=[CH:10][C:9]=2[O:12][CH3:13])[CH2:20][CH2:19]1)(=[O:17])[CH3:16].